Dataset: Catalyst prediction with 721,799 reactions and 888 catalyst types from USPTO. Task: Predict which catalyst facilitates the given reaction. Reactant: Br[C:2]1[CH:7]=[C:6]([CH3:8])[C:5]([Br:9])=[CH:4][N:3]=1.[CH:10]([N:13]1[CH2:18][CH2:17][NH:16][CH2:15][CH2:14]1)([CH3:12])[CH3:11].N1C=CC=CC=1. Product: [Br:9][C:5]1[C:6]([CH3:8])=[CH:7][C:2]([N:16]2[CH2:17][CH2:18][N:13]([CH:10]([CH3:12])[CH3:11])[CH2:14][CH2:15]2)=[N:3][CH:4]=1. The catalyst class is: 170.